This data is from Full USPTO retrosynthesis dataset with 1.9M reactions from patents (1976-2016). The task is: Predict the reactants needed to synthesize the given product. (1) The reactants are: [F:1][C:2]1[N:10]=[C:9]2[C:5]([N:6]=[CH:7][N:8]2[C@@H:11]2[O:33][C@@H:32]([CH2:34][O:35]C(=O)C3C=CC=CC=3)[C@@H:22]([O:23]C(=O)C3C=CC=CC=3)[C@H:12]2[O:13]C(=O)C2C=CC=CC=2)=[C:4]([NH2:44])[N:3]=1.[OH-].[K+].C(O)(=O)C. Given the product [F:1][C:2]1[N:10]=[C:9]2[C:5]([N:6]=[CH:7][N:8]2[C@@H:11]2[O:33][C@@H:32]([CH2:34][OH:35])[C@@H:22]([OH:23])[C@H:12]2[OH:13])=[C:4]([NH2:44])[N:3]=1, predict the reactants needed to synthesize it. (2) The reactants are: Cl[C:2]1[C:3]2[N:10]([CH2:11][CH2:12][NH:13][C:14](=[O:20])OC(C)(C)C)[CH:9]=[CH:8][C:4]=2[N:5]=[CH:6][N:7]=1.[NH2:21][C:22]1[CH:41]=[CH:40][C:25]([O:26][C:27]2[CH:28]=[N:29][CH:30]=[C:31]([CH:39]=2)[C:32]([NH:34][C:35]([CH3:38])([CH3:37])[CH3:36])=[O:33])=[C:24]([Cl:42])[CH:23]=1.Cl.N1C=CC=C[CH:45]=1.C(=O)([O-])O.[Na+].[CH:55]([OH:58])([CH3:57])[CH3:56]. Given the product [C:35]([NH:34][C:32](=[O:33])[C:31]1[CH:39]=[C:27]([O:26][C:25]2[CH:40]=[CH:41][C:22]([NH:21][C:2]3[C:3]4[N:10]([CH2:11][CH2:12][NH:13][C:14](=[O:20])[CH2:56][C:55]([OH:58])([CH3:45])[CH3:57])[CH:9]=[CH:8][C:4]=4[N:5]=[CH:6][N:7]=3)=[CH:23][C:24]=2[Cl:42])[CH:28]=[N:29][CH:30]=1)([CH3:38])([CH3:37])[CH3:36], predict the reactants needed to synthesize it. (3) Given the product [Cl:1][C:2]1[CH:3]=[C:4]2[C:8](=[CH:9][CH:10]=1)[N:7]([CH2:11][CH:12]1[CH2:13][CH2:14]1)[CH:6]=[C:5]2[C:15]1[O:16][CH:17]=[C:18]([C:20]([NH:45][CH:42]2[CH2:43][CH2:44][O:39][CH2:40][CH2:41]2)=[O:22])[N:19]=1, predict the reactants needed to synthesize it. The reactants are: [Cl:1][C:2]1[CH:3]=[C:4]2[C:8](=[CH:9][CH:10]=1)[N:7]([CH2:11][CH:12]1[CH2:14][CH2:13]1)[CH:6]=[C:5]2[C:15]1[O:16][CH:17]=[C:18]([C:20]([OH:22])=O)[N:19]=1.Cl.C(N=C=N)C.ON1C2C=CC=CC=2N=N1.[O:39]1[CH2:44][CH2:43][CH:42]([NH2:45])[CH2:41][CH2:40]1.